Dataset: Peptide-MHC class I binding affinity with 185,985 pairs from IEDB/IMGT. Task: Regression. Given a peptide amino acid sequence and an MHC pseudo amino acid sequence, predict their binding affinity value. This is MHC class I binding data. (1) The peptide sequence is KVKTELVMDK. The MHC is HLA-A11:01 with pseudo-sequence HLA-A11:01. The binding affinity (normalized) is 0.428. (2) The peptide sequence is IARTHTALI. The MHC is Mamu-B17 with pseudo-sequence Mamu-B17. The binding affinity (normalized) is 0.473.